Dataset: Catalyst prediction with 721,799 reactions and 888 catalyst types from USPTO. Task: Predict which catalyst facilitates the given reaction. Product: [CH:31]1([O:30][CH2:29][C@H:18]([O:17][C:16]2[C:11]3[CH:10]=[N:9][N:8]([C:5]4[C:4]([C:35]([F:37])([F:38])[F:36])=[CH:3][CH:2]=[CH:7][N:6]=4)[C:12]=3[N:13]=[CH:14][N:15]=2)[C:19]([NH:21][C:22]2[CH:27]=[N:26][C:25]([CH3:28])=[CH:24][N:23]=2)=[O:20])[CH2:32][CH2:33][CH2:34]1. Reactant: Cl[C:2]1[CH:3]=[C:4]([C:35]([F:38])([F:37])[F:36])[C:5]([N:8]2[C:12]3=[N:13][CH:14]=[N:15][C:16]([O:17][C@@H:18]([CH2:29][O:30][CH:31]4[CH2:34][CH2:33][CH2:32]4)[C:19]([NH:21][C:22]4[CH:27]=[N:26][C:25]([CH3:28])=[CH:24][N:23]=4)=[O:20])=[C:11]3[CH:10]=[N:9]2)=[N:6][CH:7]=1. The catalyst class is: 63.